The task is: Predict which catalyst facilitates the given reaction.. This data is from Catalyst prediction with 721,799 reactions and 888 catalyst types from USPTO. (1) Product: [CH3:1][S:2]([O:5][C:6]1[C:14]([O:15][CH3:16])=[CH:13][C:12]([C:17]2[N:18]([C:28]([O:30][C:31]([CH3:33])([CH3:34])[CH3:32])=[O:29])[C:19]3[C:24]([CH:25]=2)=[CH:23][C:22]([CH2:41][N:40]([CH3:42])[CH2:39][CH2:38][O:37][CH3:36])=[CH:21][CH:20]=3)=[C:11]2[C:7]=1[CH2:8][NH:9][C:10]2=[O:35])(=[O:4])=[O:3]. The catalyst class is: 10. Reactant: [CH3:1][S:2]([O:5][C:6]1[C:14]([O:15][CH3:16])=[CH:13][C:12]([C:17]2[N:18]([C:28]([O:30][C:31]([CH3:34])([CH3:33])[CH3:32])=[O:29])[C:19]3[C:24]([CH:25]=2)=[CH:23][C:22](C=O)=[CH:21][CH:20]=3)=[C:11]2[C:7]=1[CH2:8][NH:9][C:10]2=[O:35])(=[O:4])=[O:3].[CH3:36][O:37][CH2:38][CH2:39][NH:40][CH3:41].[C:42](O)(=O)C.C(O[BH-](OC(=O)C)OC(=O)C)(=O)C.[Na+]. (2) Reactant: [CH:1]([S:14]([CH2:16][CH2:17][NH2:18])=[O:15])([C:8]1[CH:13]=[CH:12][CH:11]=[CH:10][CH:9]=1)[C:2]1[CH:7]=[CH:6][CH:5]=[CH:4][CH:3]=1.[CH:19](SCCNCCCC)([C:26]1C=CC=CC=1)[C:20]1C=CC=C[CH:21]=1. Product: [CH:1]([S:14]([CH2:16][CH2:17][NH:18][CH2:26][CH2:19][CH2:20][CH3:21])=[O:15])([C:8]1[CH:9]=[CH:10][CH:11]=[CH:12][CH:13]=1)[C:2]1[CH:7]=[CH:6][CH:5]=[CH:4][CH:3]=1. The catalyst class is: 40.